This data is from Forward reaction prediction with 1.9M reactions from USPTO patents (1976-2016). The task is: Predict the product of the given reaction. (1) Given the reactants [CH:1]1([N:7]([CH2:33][CH:34](OC)[O:35]C)[C:8](=[O:32])[CH2:9][CH2:10][N:11]([CH2:22][CH2:23][C:24]2[CH:29]=[CH:28][C:27]([Cl:30])=[C:26]([Cl:31])[CH:25]=2)[C:12](=[O:21])[O:13][CH2:14][C:15]2[CH:20]=[CH:19][CH:18]=[CH:17][CH:16]=2)[CH2:6][CH2:5][CH2:4][CH2:3][CH2:2]1.O.C1(C)C=CC(S(O)(=O)=O)=CC=1.C([O-])(O)=O.[Na+], predict the reaction product. The product is: [CH:1]1([N:7]([CH2:33][CH:34]=[O:35])[C:8](=[O:32])[CH2:9][CH2:10][N:11]([CH2:22][CH2:23][C:24]2[CH:29]=[CH:28][C:27]([Cl:30])=[C:26]([Cl:31])[CH:25]=2)[C:12](=[O:21])[O:13][CH2:14][C:15]2[CH:20]=[CH:19][CH:18]=[CH:17][CH:16]=2)[CH2:6][CH2:5][CH2:4][CH2:3][CH2:2]1. (2) Given the reactants C(O)(=O)C.[C:5]1([CH3:19])[CH:10]=[CH:9][C:8]([O:11][C:12]2[S:16][C:15]([CH:17]=O)=[CH:14][CH:13]=2)=[CH:7][CH:6]=1.[N+:20]([CH3:23])([O-:22])=[O:21].C([O-])(=O)C.[NH4+], predict the reaction product. The product is: [N+:20](/[CH:23]=[CH:17]/[C:15]1[S:16][C:12]([O:11][C:8]2[CH:9]=[CH:10][C:5]([CH3:19])=[CH:6][CH:7]=2)=[CH:13][CH:14]=1)([O-:22])=[O:21]. (3) Given the reactants [N+:1]([C:4]1[CH:9]=[CH:8][C:7]([S:10]([N:13]2[CH:17]=[CH:16][CH:15]=[C:14]2[C:18]([O:20]C)=[O:19])(=[O:12])=[O:11])=[CH:6][CH:5]=1)([O-:3])=[O:2].[I-].[Li+], predict the reaction product. The product is: [N+:1]([C:4]1[CH:9]=[CH:8][C:7]([S:10]([N:13]2[CH:17]=[CH:16][CH:15]=[C:14]2[C:18]([OH:20])=[O:19])(=[O:11])=[O:12])=[CH:6][CH:5]=1)([O-:3])=[O:2]. (4) Given the reactants C([C:3]1[N:4]([CH2:17][C:18]2[CH:23]=[CH:22][CH:21]=[CH:20][C:19]=2[C:24]2[CH:29]=[CH:28][C:27]([Cl:30])=[CH:26][CH:25]=2)[C:5]2[C:10]([C:11](=[O:16])[C:12]=1[C:13]([OH:15])=[O:14])=[N:9][CH:8]=[CH:7][CH:6]=2)C.O.[OH-].[Li+], predict the reaction product. The product is: [Cl:30][C:27]1[CH:28]=[CH:29][C:24]([C:19]2[CH:20]=[CH:21][CH:22]=[CH:23][C:18]=2[CH2:17][N:4]2[C:5]3[C:10](=[N:9][CH:8]=[CH:7][CH:6]=3)[C:11](=[O:16])[C:12]([C:13]([OH:15])=[O:14])=[CH:3]2)=[CH:25][CH:26]=1. (5) The product is: [Br:32][CH2:29][C:22]1[CH:23]=[CH:24][CH:25]=[C:26]([O:27][CH3:28])[C:21]=1[F:20]. Given the reactants C1(P(C2C=CC=CC=2)C2C=CC=CC=2)C=CC=CC=1.[F:20][C:21]1[C:26]([O:27][CH3:28])=[CH:25][CH:24]=[CH:23][C:22]=1[CH2:29]O.C(Br)(Br)(Br)[Br:32], predict the reaction product. (6) Given the reactants [C:1]([C:3]1[CH:4]=[C:5]2[C:9](=[CH:10][CH:11]=1)[N:8]([S:12]([C:15]1[CH:20]=[CH:19][C:18]([O:21][CH3:22])=[CH:17][CH:16]=1)(=[O:14])=[O:13])[C:7](=[O:23])[C@@:6]2([NH:33][C:34](=[O:42])OC1C=CC=CC=1)[C:24]1[C:25]([O:30][CH2:31][CH3:32])=[N:26][CH:27]=[CH:28][CH:29]=1)#[N:2].FC(F)(F)C(O)=O.FC(F)(F)C(O)=O.[CH2:57]1[C:60]2([CH2:63][CH:62]([O:64][CH2:65][CH2:66][N:67]3[CH2:72][CH2:71][O:70][CH2:69][CH2:68]3)[CH2:61]2)[CH2:59][NH:58]1, predict the reaction product. The product is: [C:1]([C:3]1[CH:4]=[C:5]2[C:9](=[CH:10][CH:11]=1)[N:8]([S:12]([C:15]1[CH:20]=[CH:19][C:18]([O:21][CH3:22])=[CH:17][CH:16]=1)(=[O:14])=[O:13])[C:7](=[O:23])[C@@:6]2([NH:33][C:34]([N:58]1[CH2:59][C:60]2([CH2:63][CH:62]([O:64][CH2:65][CH2:66][N:67]3[CH2:72][CH2:71][O:70][CH2:69][CH2:68]3)[CH2:61]2)[CH2:57]1)=[O:42])[C:24]1[C:25]([O:30][CH2:31][CH3:32])=[N:26][CH:27]=[CH:28][CH:29]=1)#[N:2].